From a dataset of Catalyst prediction with 721,799 reactions and 888 catalyst types from USPTO. Predict which catalyst facilitates the given reaction. (1) Reactant: [CH3:1][C:2]1[CH:7]=[C:6]([S:8][CH:9]([C:11]2[CH:12]=[C:13]([C:17]3[CH:22]=[CH:21][C:20]([C:23]([F:26])([F:25])[F:24])=[CH:19][CH:18]=3)[CH:14]=[CH:15][CH:16]=2)[CH3:10])[CH:5]=[CH:4][C:3]=1[O:27][CH2:28][C:29]([O:31]CC)=[O:30].[OH-].[Na+]. Product: [CH3:1][C:2]1[CH:7]=[C:6]([S:8][CH:9]([C:11]2[CH:12]=[C:13]([C:17]3[CH:22]=[CH:21][C:20]([C:23]([F:24])([F:25])[F:26])=[CH:19][CH:18]=3)[CH:14]=[CH:15][CH:16]=2)[CH3:10])[CH:5]=[CH:4][C:3]=1[O:27][CH2:28][C:29]([OH:31])=[O:30]. The catalyst class is: 12. (2) Reactant: [CH3:1][C:2]1[C:7]([CH3:8])=[CH:6][CH:5]=[CH:4][C:3]=1[N:9]1[CH2:14][CH2:13][N:12]([CH2:15][CH:16]([OH:30])[CH2:17][CH2:18][N:19]2C(=O)C3C(=CC=CC=3)C2=O)[CH2:11][CH2:10]1.O.NN. Product: [NH2:19][CH2:18][CH2:17][CH:16]([OH:30])[CH2:15][N:12]1[CH2:11][CH2:10][N:9]([C:3]2[CH:4]=[CH:5][CH:6]=[C:7]([CH3:8])[C:2]=2[CH3:1])[CH2:14][CH2:13]1. The catalyst class is: 8. (3) Reactant: [OH-:1].[Na+].[Br:3][C:4]1[CH:9]=[CH:8][C:7](CC#N)=[CH:6][CH:5]=1.Br[CH2:14][CH2:15]Cl.[CH2:17]([OH:20])[CH2:18]O. Product: [Br:3][C:4]1[CH:5]=[CH:6][C:7]([C:18]2([C:17]([OH:20])=[O:1])[CH2:15][CH2:14]2)=[CH:8][CH:9]=1. The catalyst class is: 572. (4) Reactant: C(O)(=O)[C@@H]([C@H](C(O)=O)O)O.[NH2:11][C@H:12]1[C@@H:16]2[O:17][C:18]([CH3:21])([CH3:20])[O:19][C@@H:15]2[C@@H:14]([O:22][CH2:23][CH2:24][OH:25])[CH2:13]1.C(=O)(O)[O-].[Na+].[Cl:31][C:32]1[C:37]([NH2:38])=[C:36](Cl)[N:35]=[C:34]([S:40][CH2:41][CH2:42][CH3:43])[N:33]=1.C(O)CC(C)C. Product: [NH2:38][C:37]1[C:36]([NH:11][C@H:12]2[C@@H:16]3[O:17][C:18]([CH3:20])([CH3:21])[O:19][C@@H:15]3[C@@H:14]([O:22][CH2:23][CH2:24][OH:25])[CH2:13]2)=[N:35][C:34]([S:40][CH2:41][CH2:42][CH3:43])=[N:33][C:32]=1[Cl:31]. The catalyst class is: 93. (5) Reactant: C[N:2](C)C=C[C:5](C1C=NC(Cl)=CC=1)=[O:6].OC(C(F)(F)F)=O.CC1C=C(NC(N)=N)C=C[C:28]=1[N:29]1C[C@@H]2C[C@H:30]1CN2C.C([O-])([O-])=O.[K+].[K+].Cl[C:48]1[N:53]=[CH:52][C:51]([C:54]2[CH:59]=[CH:58][N:57]=[C:56]([NH:60][C:61]3[CH:66]=[CH:65][C:64]([N:67]4[CH2:72][C@@H:71]5[CH2:73][C@H:68]4[CH2:69][N:70]5[CH3:74])=[C:63]([CH3:75])[CH:62]=3)[N:55]=2)=[CH:50][CH:49]=1.N(C)C.Cl. Product: [NH3:2].[CH3:5][OH:6].[CH3:28][N:29]([C:48]1[N:53]=[CH:52][C:51]([C:54]2[CH:59]=[CH:58][N:57]=[C:56]([NH:60][C:61]3[CH:66]=[CH:65][C:64]([N:67]4[CH2:72][C@@H:71]5[CH2:73][C@H:68]4[CH2:69][N:70]5[CH3:74])=[C:63]([CH3:75])[CH:62]=3)[N:55]=2)=[CH:50][CH:49]=1)[CH3:30]. The catalyst class is: 32. (6) Reactant: [Cl:1][C:2]1[C:7]([C:8]([O:10][CH3:11])=[O:9])=[C:6](F)[C:5]([C:13](=[N:25][OH:26])[NH:14][C:15]2[CH:20]=[CH:19][CH:18]=[C:17]([C:21]([F:24])([F:23])[F:22])[CH:16]=2)=[CH:4][CH:3]=1.[H-].[Na+]. The catalyst class is: 3. Product: [Cl:1][C:2]1[CH:3]=[CH:4][C:5]2[C:13]([NH:14][C:15]3[CH:20]=[CH:19][CH:18]=[C:17]([C:21]([F:24])([F:23])[F:22])[CH:16]=3)=[N:25][O:26][C:6]=2[C:7]=1[C:8]([O:10][CH3:11])=[O:9]. (7) Product: [C:35]([O:39][C:40](=[O:64])[CH2:41][CH2:42][N:43]([C:57]([O:59][C:60]([CH3:63])([CH3:62])[CH3:61])=[O:58])[CH2:44][C:45]([N:47]1[C:55]2[C:50](=[CH:51][C:52]([O:6][CH2:5][C:4]3[CH:7]=[CH:8][C:9]([CH:10]4[CH2:11][CH2:12][CH2:13][CH2:14][CH2:15]4)=[C:2]([Cl:1])[CH:3]=3)=[CH:53][CH:54]=2)[CH2:49][CH2:48]1)=[O:46])([CH3:38])([CH3:37])[CH3:36]. The catalyst class is: 1. Reactant: [Cl:1][C:2]1[CH:3]=[C:4]([CH:7]=[CH:8][C:9]=1[CH:10]1[CH2:15][CH2:14][CH2:13][CH2:12][CH2:11]1)[CH2:5][OH:6].C1(P(C2C=CC=CC=2)C2C=CC=CC=2)C=CC=CC=1.[C:35]([O:39][C:40](=[O:64])[CH2:41][CH2:42][N:43]([C:57]([O:59][C:60]([CH3:63])([CH3:62])[CH3:61])=[O:58])[CH2:44][C:45]([N:47]1[C:55]2[C:50](=[CH:51][C:52](O)=[CH:53][CH:54]=2)[CH2:49][CH2:48]1)=[O:46])([CH3:38])([CH3:37])[CH3:36].CCOC(/N=N/C(OCC)=O)=O. (8) Reactant: Cl.Cl.[NH2:3][C@@H:4]1[CH2:6][C@H:5]1[C:7]1[CH:12]=[CH:11][C:10]([NH:13][C:14](=[O:27])[C:15]2[CH:20]=[CH:19][CH:18]=[C:17]([N:21]3[CH2:26][CH2:25][CH2:24][CH2:23][CH2:22]3)[CH:16]=2)=[CH:9][CH:8]=1.[CH:28](=O)[C:29]1[CH:34]=[CH:33][CH:32]=[CH:31][CH:30]=1.C(=O)([O-])O.[Na+].[BH4-].[Na+]. Product: [CH2:28]([NH:3][C@@H:4]1[CH2:6][C@H:5]1[C:7]1[CH:8]=[CH:9][C:10]([NH:13][C:14](=[O:27])[C:15]2[CH:20]=[CH:19][CH:18]=[C:17]([N:21]3[CH2:26][CH2:25][CH2:24][CH2:23][CH2:22]3)[CH:16]=2)=[CH:11][CH:12]=1)[C:29]1[CH:34]=[CH:33][CH:32]=[CH:31][CH:30]=1. The catalyst class is: 24. (9) Reactant: [C:1]([C:3](=[CH:7][C:8]1[CH:13]=[CH:12][C:11]([OH:14])=[CH:10][CH:9]=1)[C:4]([OH:6])=[O:5])#[N:2].[CH2:15]([NH2:19])[CH2:16][CH2:17][CH3:18]. Product: [C:1]([C:3](=[CH:7][C:8]1[CH:9]=[CH:10][C:11]([OH:14])=[CH:12][CH:13]=1)[C:4]([OH:6])=[O:5])#[N:2].[CH2:15]([NH2:19])[CH2:16][CH2:17][CH3:18]. The catalyst class is: 5.